This data is from Full USPTO retrosynthesis dataset with 1.9M reactions from patents (1976-2016). The task is: Predict the reactants needed to synthesize the given product. The reactants are: C([O:9][CH2:10][C:11]1[CH:12]=[N+:13]([O-:52])[C:14]([CH2:17][O:18][NH:19][C:20]([CH:22]2[C:31]3[C:26](=[CH:27][CH:28]=[CH:29][CH:30]=3)[C:25](=[O:32])[N:24]([CH:33]3[CH2:38][CH2:37][CH2:36][CH2:35][CH:34]3[NH:39][S:40]([CH3:43])(=[O:42])=[O:41])[CH:23]2[C:44]2[CH:49]=[CH:48][C:47]([Cl:50])=[CH:46][C:45]=2[Cl:51])=[O:21])=[CH:15][CH:16]=1)(=O)C1C=CC=CC=1.[OH-].[Na+].Cl.C(=O)([O-])O.[Na+]. Given the product [Cl:51][C:45]1[CH:46]=[C:47]([Cl:50])[CH:48]=[CH:49][C:44]=1[CH:23]1[CH:22]([C:20]([NH:19][O:18][CH2:17][C:14]2[CH:15]=[CH:16][C:11]([CH2:10][OH:9])=[CH:12][N+:13]=2[O-:52])=[O:21])[C:31]2[C:26](=[CH:27][CH:28]=[CH:29][CH:30]=2)[C:25](=[O:32])[N:24]1[CH:33]1[CH2:38][CH2:37][CH2:36][CH2:35][CH:34]1[NH:39][S:40]([CH3:43])(=[O:41])=[O:42], predict the reactants needed to synthesize it.